This data is from Full USPTO retrosynthesis dataset with 1.9M reactions from patents (1976-2016). The task is: Predict the reactants needed to synthesize the given product. (1) Given the product [C:15]([C:16]1[NH:5][C:9](=[O:11])[C:8]([C:6]#[N:7])=[C:28]([C:27]2[CH:30]=[CH:31][C:24]([N+:21]([O-:23])=[O:22])=[CH:25][CH:26]=2)[CH:17]=1)([CH3:20])([CH3:19])[CH3:14], predict the reactants needed to synthesize it. The reactants are: C([O-])(=O)C.[NH4+:5].[C:6]([CH2:8][C:9]([O:11]CC)=O)#[N:7].[CH3:14][C:15]([CH3:20])([CH3:19])[C:16](=O)[CH3:17].[N+:21]([C:24]1[CH:31]=[CH:30][C:27]([CH:28]=O)=[CH:26][CH:25]=1)([O-:23])=[O:22]. (2) Given the product [NH2:1][C:4]1[CH:5]=[CH:6][C:7]([N:16]2[CH2:21][CH2:20][N:19]([C:22](=[O:24])[CH3:23])[CH2:18][CH2:17]2)=[N:8][C:9]=1[O:10][CH:11]1[CH2:12][S:13](=[O:15])[CH2:14]1, predict the reactants needed to synthesize it. The reactants are: [N+:1]([C:4]1[CH:5]=[CH:6][C:7]([N:16]2[CH2:21][CH2:20][N:19]([C:22](=[O:24])[CH3:23])[CH2:18][CH2:17]2)=[N:8][C:9]=1[O:10][CH:11]1[CH2:14][S:13](=[O:15])[CH2:12]1)([O-])=O. (3) Given the product [C:50]([O:54][C:55]([NH:57][C:58](=[NH:59])[NH:60][C:41]([C:39]1[CH:38]=[CH:37][CH:36]=[C:35]([P:34]([C:28]2[CH:33]=[CH:32][CH:31]=[CH:30][CH:29]=2)[C:44]2[CH:45]=[CH:46][CH:47]=[CH:48][CH:49]=2)[N:40]=1)=[O:43])=[O:56])([CH3:53])([CH3:51])[CH3:52], predict the reactants needed to synthesize it. The reactants are: F[P-](F)(F)(F)(F)F.N1(O[P+](N(C)C)(N(C)C)N(C)C)C2C=CC=CC=2N=N1.[C:28]1([P:34]([C:44]2[CH:49]=[CH:48][CH:47]=[CH:46][CH:45]=2)[C:35]2[N:40]=[C:39]([C:41]([OH:43])=O)[CH:38]=[CH:37][CH:36]=2)[CH:33]=[CH:32][CH:31]=[CH:30][CH:29]=1.[C:50]([O:54][C:55]([NH:57][C:58](=[NH:60])[NH2:59])=[O:56])([CH3:53])([CH3:52])[CH3:51].CN1CCOCC1. (4) Given the product [C:14]([O:18][C:19]([N:5]1[CH2:6][CH2:7][C:2](=[O:1])[CH:3]([C:8]([O:10][CH3:11])=[O:9])[CH2:4]1)=[O:20])([CH3:17])([CH3:16])[CH3:15], predict the reactants needed to synthesize it. The reactants are: [O:1]=[C:2]1[CH2:7][CH2:6][NH:5][CH2:4][CH:3]1[C:8]([O:10][CH3:11])=[O:9].[OH-].[Na+].[C:14]([O:18][C:19](O[C:19]([O:18][C:14]([CH3:17])([CH3:16])[CH3:15])=[O:20])=[O:20])([CH3:17])([CH3:16])[CH3:15]. (5) Given the product [ClH:28].[ClH:28].[CH3:27][N:14]([CH:7]([C:8]1[CH:13]=[CH:12][CH:11]=[CH:10][CH:9]=1)[C:1]1[CH:2]=[CH:3][CH:4]=[CH:5][CH:6]=1)[CH2:15][C@@H:16]([NH:18][CH3:19])[CH3:17], predict the reactants needed to synthesize it. The reactants are: [C:1]1([CH:7]([N:14]([CH3:27])[CH2:15][C@@H:16]([N:18](C)[C:19](=O)OC(C)(C)C)[CH3:17])[C:8]2[CH:13]=[CH:12][CH:11]=[CH:10][CH:9]=2)[CH:6]=[CH:5][CH:4]=[CH:3][CH:2]=1.[ClH:28].